This data is from Catalyst prediction with 721,799 reactions and 888 catalyst types from USPTO. The task is: Predict which catalyst facilitates the given reaction. (1) Reactant: [CH2:1]([NH:5][C:6]([C:8]1[CH:24]=[CH:23][C:11]2[S:12][C:13]3[CH:21]=[CH:20][C:19]([Cl:22])=[CH:18][C:14]=3[C:15](Cl)=[N:16][C:10]=2[CH:9]=1)=[O:7])[CH2:2][CH2:3][CH3:4].[I-].[Cl:26][C:27]1[CH:28]=[C:29]([Zn+])[CH:30]=[CH:31][CH:32]=1. Product: [CH2:1]([NH:5][C:6]([C:8]1[CH:24]=[CH:23][C:11]2[S:12][C:13]3[CH:21]=[CH:20][C:19]([Cl:22])=[CH:18][C:14]=3[C:15]([C:31]3[CH:30]=[CH:29][CH:28]=[C:27]([Cl:26])[CH:32]=3)=[N:16][C:10]=2[CH:9]=1)=[O:7])[CH2:2][CH2:3][CH3:4]. The catalyst class is: 235. (2) Reactant: Cl[C:2]1[N:7]=[C:6]([CH3:8])[CH:5]=[C:4]([C:9]2[CH:14]=[CH:13][C:12]([C:15]([F:18])([F:17])[F:16])=[CH:11][CH:10]=2)[N:3]=1.[IH:19]. Product: [I:19][C:2]1[N:7]=[C:6]([CH3:8])[CH:5]=[C:4]([C:9]2[CH:14]=[CH:13][C:12]([C:15]([F:18])([F:17])[F:16])=[CH:11][CH:10]=2)[N:3]=1. The catalyst class is: 2. (3) Reactant: [CH3:1][N:2]1[CH2:30][CH2:29][C:5]2[N:6]([CH2:14][CH:15]([C:23]3[CH:28]=[CH:27][N:26]=[CH:25][CH:24]=3)[CH2:16][C:17](=[O:22])[C:18]([CH3:21])([CH3:20])[CH3:19])[C:7]3[CH:8]=[CH:9][C:10]([CH3:13])=[CH:11][C:12]=3[C:4]=2[CH2:3]1.[BH4-].[Na+]. Product: [CH3:1][N:2]1[CH2:30][CH2:29][C:5]2[N:6]([CH2:14][CH:15]([C:23]3[CH:28]=[CH:27][N:26]=[CH:25][CH:24]=3)[CH2:16][CH:17]([OH:22])[C:18]([CH3:21])([CH3:20])[CH3:19])[C:7]3[CH:8]=[CH:9][C:10]([CH3:13])=[CH:11][C:12]=3[C:4]=2[CH2:3]1. The catalyst class is: 5. (4) Reactant: [O:1]=[S:2]1(=[O:25])[CH2:7][CH:6]=[C:5]([C:8]2[CH:13]=[CH:12][C:11]([N:14]3[CH2:18][C@H:17]([CH2:19][N:20]=[N+:21]=[N-:22])[O:16][C:15]3=[O:23])=[CH:10][C:9]=2[F:24])[CH2:4][CH2:3]1.C([O:30][C:31](=[O:34])[C:32]#[CH:33])(C)(C)C.C(OCC)(=O)C. Product: [O:25]=[S:2]1(=[O:1])[CH2:3][CH:4]=[C:5]([C:8]2[CH:13]=[CH:12][C:11]([N:14]3[CH2:18][C@H:17]([CH2:19][N:20]4[CH:33]=[C:32]([C:31]([OH:34])=[O:30])[N:22]=[N:21]4)[O:16][C:15]3=[O:23])=[CH:10][C:9]=2[F:24])[CH2:6][CH2:7]1. The catalyst class is: 12. (5) Reactant: [F:1][C:2]([F:34])([F:33])[O:3][C:4]1[CH:9]=[CH:8][C:7]([N:10]2[CH:14]=[N:13][C:12]([C:15]3[CH:32]=[CH:31][C:18]([CH2:19][NH:20]C(=O)OCC4C=CC=CC=4)=[CH:17][CH:16]=3)=[N:11]2)=[CH:6][CH:5]=1.Br. Product: [F:34][C:2]([F:1])([F:33])[O:3][C:4]1[CH:5]=[CH:6][C:7]([N:10]2[CH:14]=[N:13][C:12]([C:15]3[CH:32]=[CH:31][C:18]([CH2:19][NH2:20])=[CH:17][CH:16]=3)=[N:11]2)=[CH:8][CH:9]=1. The catalyst class is: 27.